From a dataset of Peptide-MHC class II binding affinity with 134,281 pairs from IEDB. Regression. Given a peptide amino acid sequence and an MHC pseudo amino acid sequence, predict their binding affinity value. This is MHC class II binding data. (1) The peptide sequence is GEHQIVDKIDAAFKI. The MHC is DRB1_0404 with pseudo-sequence DRB1_0404. The binding affinity (normalized) is 0.453. (2) The peptide sequence is LCSDKQPCNGVTMND. The MHC is HLA-DQA10102-DQB10502 with pseudo-sequence HLA-DQA10102-DQB10502. The binding affinity (normalized) is 0. (3) The peptide sequence is SLINSMKTSFSSRLL. The MHC is DRB1_0404 with pseudo-sequence DRB1_0404. The binding affinity (normalized) is 0.438. (4) The peptide sequence is YDKFLANVSTVETGK. The MHC is DRB1_0101 with pseudo-sequence DRB1_0101. The binding affinity (normalized) is 0.791. (5) The peptide sequence is MEADVILPIGTRSVE. The MHC is DRB1_1101 with pseudo-sequence DRB1_1101. The binding affinity (normalized) is 0.416. (6) The peptide sequence is SHLNAMSKVRKDISE. The MHC is HLA-DQA10102-DQB10501 with pseudo-sequence HLA-DQA10102-DQB10501. The binding affinity (normalized) is 0.450. (7) The peptide sequence is YQGVQQKWDATATEL. The MHC is HLA-DPA10201-DPB10101 with pseudo-sequence HLA-DPA10201-DPB10101. The binding affinity (normalized) is 0.184. (8) The peptide sequence is EKKYFAATQFHPLAA. The MHC is HLA-DPA10103-DPB10601 with pseudo-sequence HLA-DPA10103-DPB10601. The binding affinity (normalized) is 0.782.